This data is from CYP2D6 inhibition data for predicting drug metabolism from PubChem BioAssay. The task is: Regression/Classification. Given a drug SMILES string, predict its absorption, distribution, metabolism, or excretion properties. Task type varies by dataset: regression for continuous measurements (e.g., permeability, clearance, half-life) or binary classification for categorical outcomes (e.g., BBB penetration, CYP inhibition). Dataset: cyp2d6_veith. (1) The compound is COC(=O)c1nn(C23CC4CC(CC(C4)C2)C3)c2c1C(=O)N(c1ccc(F)cc1)C2=O. The result is 0 (non-inhibitor). (2) The molecule is N#Cc1c(N2CCN(C(=O)c3ccccc3Cl)CC2)nc(-c2ccccc2)c2c1CCCC2. The result is 0 (non-inhibitor). (3) The compound is C=C1[C@@H](O)[C@@H]2/C=C\C[C@H](C)C(=O)[C@@](C)(O)/C=C\[C@@H](OC(C)=O)[C@@]23C(=O)N[C@H](Cc2ccccc2)[C@@H]3[C@@H]1C. The result is 0 (non-inhibitor). (4) The compound is COc1ccc(Oc2ncc3nc(-c4cccs4)c(=O)n(Cc4cccs4)c3n2)cc1. The result is 0 (non-inhibitor). (5) The molecule is COC(=O)Nc1ccc2[nH]cc(CCNC(C)=O)c2c1. The result is 0 (non-inhibitor). (6) The drug is COc1ccc(/C(O)=C2/C(=O)C(=O)N(Cc3cccnc3)C2c2ccco2)cc1OC. The result is 0 (non-inhibitor). (7) The molecule is CCCCCCCC(=O)O[C@H](CC(=O)O)C[N+](C)(C)C. The result is 0 (non-inhibitor).